Dataset: Reaction yield outcomes from USPTO patents with 853,638 reactions. Task: Predict the reaction yield, written as a fraction of the theoretical maximum amount of product (1.0 means a 100% yield; for example, 0.34 means a 34% yield). The reactants are C[C:2]([CH3:5])([O-:4])C.[K+].[F:7][C:8]([F:31])([F:30])[C:9]1[CH:14]=[CH:13][C:12]([C:15]([C:20]2[CH:25]=[CH:24][C:23]([C:26]([F:29])([F:28])[F:27])=[CH:22][CH:21]=2)=[C:16]([CH3:19])C=O)=[CH:11][CH:10]=1.[Cl-].[NH4+].[CH2:34]1C[O:37][CH2:36][CH2:35]1. No catalyst specified. The product is [F:7][C:8]([F:30])([F:31])[C:9]1[CH:10]=[CH:11][C:12]([C:15]([C:20]2[CH:25]=[CH:24][C:23]([C:26]([F:29])([F:28])[F:27])=[CH:22][CH:21]=2)=[C:16]([CH3:19])/[CH:34]=[CH:35]/[C:36]([O:4][CH2:2][CH3:5])=[O:37])=[CH:13][CH:14]=1. The yield is 0.970.